Predict the product of the given reaction. From a dataset of Forward reaction prediction with 1.9M reactions from USPTO patents (1976-2016). (1) Given the reactants [CH2:1]([C:4]1[CH:9]=[CH:8][CH:7]=[CH:6][C:5]=1[C:10]1[CH:15]=[CH:14][C:13](OS(C(F)(F)F)(=O)=O)=[CH:12][CH:11]=1)[CH2:2][CH3:3].[B:24]1([B:24]2[O:28][C:27]([CH3:30])([CH3:29])[C:26]([CH3:32])([CH3:31])[O:25]2)[O:28][C:27]([CH3:30])([CH3:29])[C:26]([CH3:32])([CH3:31])[O:25]1.C([O-])(=O)C.[K+].CN(C=O)C, predict the reaction product. The product is: [CH3:31][C:26]1([CH3:32])[C:27]([CH3:30])([CH3:29])[O:28][B:24]([C:13]2[CH:14]=[CH:15][C:10]([C:5]3[CH:6]=[CH:7][CH:8]=[CH:9][C:4]=3[CH2:1][CH2:2][CH3:3])=[CH:11][CH:12]=2)[O:25]1. (2) The product is: [NH2:10][NH:11][C:5](=[O:6])[CH2:4][CH2:3][N:2]([CH3:9])[CH3:1]. Given the reactants [CH3:1][N:2]([CH3:9])[CH2:3][CH2:4][C:5](OC)=[O:6].[NH2:10][NH2:11], predict the reaction product. (3) Given the reactants C(N(CC)CC)C.[C:8](Cl)(=[O:10])[CH3:9].[CH2:12]([N:16]1[C:24]([N:25]2[CH2:30][CH2:29][NH:28][CH2:27][CH2:26]2)=[N:23][C:22]2[C:17]1=[N:18][C:19]([C:37]1[CH:38]=[N:39][C:40]([NH2:43])=[N:41][CH:42]=1)=[N:20][C:21]=2[N:31]1[CH2:36][CH2:35][O:34][CH2:33][CH2:32]1)[CH:13]([CH3:15])[CH3:14], predict the reaction product. The product is: [C:8]([N:28]1[CH2:27][CH2:26][N:25]([C:24]2[N:16]([CH2:12][CH:13]([CH3:15])[CH3:14])[C:17]3[C:22]([N:23]=2)=[C:21]([N:31]2[CH2:32][CH2:33][O:34][CH2:35][CH2:36]2)[N:20]=[C:19]([C:37]2[CH:38]=[N:39][C:40]([NH2:43])=[N:41][CH:42]=2)[N:18]=3)[CH2:30][CH2:29]1)(=[O:10])[CH3:9].